Dataset: Reaction yield outcomes from USPTO patents with 853,638 reactions. Task: Predict the reaction yield, written as a fraction of the theoretical maximum amount of product (1.0 means a 100% yield; for example, 0.34 means a 34% yield). (1) The reactants are [F:1][C:2]1[CH:3]=[C:4]([C@H:8]2[CH2:12][C@@H:11]([OH:13])[CH2:10][N:9]2[C:14]2[CH:19]=[CH:18][N:17]3[N:20]=[CH:21][C:22]([C:23]([O:25][CH2:26][CH3:27])=[O:24])=[C:16]3[N:15]=2)[CH:5]=[CH:6][CH:7]=1.C1C=CC(P(C2C=CC=CC=2)C2C=CC=CC=2)=CC=1.[CH3:47][CH:48]([O:50]C(/N=N/C(OC(C)C)=O)=O)C.C(O)(=O)C. The catalyst is C1COCC1. The product is [C:48]([O:13][C@@H:11]1[CH2:10][N:9]([C:14]2[CH:19]=[CH:18][N:17]3[N:20]=[CH:21][C:22]([C:23]([O:25][CH2:26][CH3:27])=[O:24])=[C:16]3[N:15]=2)[C@@H:8]([C:4]2[CH:5]=[CH:6][CH:7]=[C:2]([F:1])[CH:3]=2)[CH2:12]1)(=[O:50])[CH3:47]. The yield is 0.790. (2) The reactants are [CH3:1][O:2][C:3]1[CH:4]=[C:5]2[C:10](=[CH:11][C:12]=1[O:13][CH2:14][CH2:15][O:16][CH3:17])[N:9]=[CH:8][N:7]=[C:6]2[O:18][C:19]1[CH:20]=[C:21]([CH:23]=[CH:24][CH:25]=1)[NH2:22].[CH:26]1([C:31]2[CH:35]=[C:34]([NH:36][C:37](=O)[O:38]C3C=CC=CC=3)[O:33][N:32]=2)[CH2:30][CH2:29][CH2:28][CH2:27]1.C(N(CC)C(C)C)(C)C. No catalyst specified. The product is [CH:26]1([C:31]2[CH:35]=[C:34]([NH:36][C:37]([NH:22][C:21]3[CH:23]=[CH:24][CH:25]=[C:19]([O:18][C:6]4[C:5]5[C:10](=[CH:11][C:12]([O:13][CH2:14][CH2:15][O:16][CH3:17])=[C:3]([O:2][CH3:1])[CH:4]=5)[N:9]=[CH:8][N:7]=4)[CH:20]=3)=[O:38])[O:33][N:32]=2)[CH2:27][CH2:28][CH2:29][CH2:30]1. The yield is 0.280. (3) The reactants are [CH3:1][C:2](=[O:5])[CH2:3][CH3:4].BrBr.[NH2:8][C:9]([NH2:11])=[S:10].[CH3:12]O. No catalyst specified. The product is [CH3:12][O:5][CH:2]([C:3]1[N:8]=[C:9]([NH2:11])[S:10][CH:4]=1)[CH3:1]. The yield is 0.500.